This data is from Full USPTO retrosynthesis dataset with 1.9M reactions from patents (1976-2016). The task is: Predict the reactants needed to synthesize the given product. (1) Given the product [Cl:24][C:19]1[N:18]=[C:17]([NH2:16])[N:22]=[C:21]([NH:15][C:12]2[CH:13]=[CH:14][C:9]([O:8][C:6]3[CH:5]=[CH:4][N:3]=[C:2]([CH3:1])[CH:7]=3)=[CH:10][CH:11]=2)[CH:20]=1, predict the reactants needed to synthesize it. The reactants are: [CH3:1][C:2]1[CH:7]=[C:6]([O:8][C:9]2[CH:14]=[CH:13][C:12]([NH2:15])=[CH:11][CH:10]=2)[CH:5]=[CH:4][N:3]=1.[NH2:16][C:17]1[N:22]=[C:21](Cl)[CH:20]=[C:19]([Cl:24])[N:18]=1.Cl. (2) Given the product [CH:1]1([CH2:6][C:7]([NH:11][C@H:12]([C:14]([NH:16][CH:17]2[C:18](=[O:41])[N:19]([C:35]3[CH:40]=[CH:39][CH:38]=[CH:37][CH:36]=3)[C:20]3[CH:34]=[CH:33][CH:32]=[CH:31][C:21]=3[N:22]([C:25]3[CH:26]=[CH:27][CH:28]=[CH:29][CH:30]=3)[C:23]2=[O:24])=[O:15])[CH3:13])=[O:9])[CH2:2][CH2:3][CH2:4][CH2:5]1, predict the reactants needed to synthesize it. The reactants are: [CH:1]1([CH2:6][C:7]([OH:9])=O)[CH2:5][CH2:4][CH2:3][CH2:2]1.Cl.[NH2:11][C@H:12]([C:14]([NH:16][CH:17]1[C:23](=[O:24])[N:22]([C:25]2[CH:30]=[CH:29][CH:28]=[CH:27][CH:26]=2)[C:21]2[CH:31]=[CH:32][CH:33]=[CH:34][C:20]=2[N:19]([C:35]2[CH:40]=[CH:39][CH:38]=[CH:37][CH:36]=2)[C:18]1=[O:41])=[O:15])[CH3:13]. (3) Given the product [CH3:11][C:4]1[CH:3]=[C:2]([N:17]2[CH:18]=[CH:19][C:20]3[O:12][CH:13]=[CH:14][C:15]=3[C:16]2=[O:21])[CH:7]=[CH:6][C:5]=1[N+:8]([O-:10])=[O:9], predict the reactants needed to synthesize it. The reactants are: F[C:2]1[CH:7]=[CH:6][C:5]([N+:8]([O-:10])=[O:9])=[C:4]([CH3:11])[CH:3]=1.[O:12]1[C:20]2[CH:19]=[CH:18][NH:17][C:16](=[O:21])[C:15]=2[CH:14]=[CH:13]1.C([O-])([O-])=O.[Cs+].[Cs+].O. (4) Given the product [OH:4][CH2:5][CH2:6][CH2:7][O:8][C:9]1[CH:14]=[C:13]([C:15](=[O:17])[CH3:16])[CH:12]=[CH:11][C:10]=1[O:18][CH3:19], predict the reactants needed to synthesize it. The reactants are: S([O-])([O:4][CH2:5][CH2:6][CH2:7][O:8][C:9]1[CH:14]=[C:13]([C:15](=[O:17])[CH3:16])[CH:12]=[CH:11][C:10]=1[O:18][CH3:19])(=O)=O.[K+]. (5) Given the product [C:35]([OH:42])(=[O:41])/[CH:36]=[CH:37]/[C:38]([OH:40])=[O:39].[C:35]([OH:42])(=[O:41])/[CH:36]=[CH:37]/[C:38]([OH:40])=[O:39].[CH3:1][N:2]([CH2:4][C:5]1[C:13]2[O:12][N:11]=[C:10]([CH2:14][CH2:15][CH:16]3[CH2:17][CH2:18][N:19]([CH2:22][C:23]4[CH:28]=[CH:27][CH:26]=[C:25]([F:29])[N:24]=4)[CH2:20][CH2:21]3)[C:9]=2[CH:8]=[CH:7][C:6]=1[O:30][CH2:31][CH:32]1[CH2:33][CH2:34]1)[CH3:3], predict the reactants needed to synthesize it. The reactants are: [CH3:1][N:2]([CH2:4][C:5]1[C:13]2[O:12][N:11]=[C:10]([CH2:14][CH2:15][CH:16]3[CH2:21][CH2:20][N:19]([CH2:22][C:23]4[CH:28]=[CH:27][CH:26]=[C:25]([F:29])[N:24]=4)[CH2:18][CH2:17]3)[C:9]=2[CH:8]=[CH:7][C:6]=1[O:30][CH2:31][CH:32]1[CH2:34][CH2:33]1)[CH3:3].[C:35]([OH:42])(=[O:41])/[CH:36]=[CH:37]/[C:38]([OH:40])=[O:39]. (6) The reactants are: [CH3:1][C:2]([N:7]1[CH:11]=[C:10]([NH:12][C:13](=[O:30])[CH:14]([NH:18][C:19](=[O:29])[CH2:20][C:21]2[CH:26]=[C:25]([F:27])[CH:24]=[C:23]([F:28])[CH:22]=2)[CH2:15][CH2:16][CH3:17])[N:9]=[CH:8]1)([CH3:6])[CH2:3][CH:4]=O.[NH:31]1[CH2:36][CH2:35][O:34][CH2:33][CH2:32]1. Given the product [CH3:1][C:2]([N:7]1[CH:11]=[C:10]([NH:12][C:13](=[O:30])[CH:14]([NH:18][C:19](=[O:29])[CH2:20][C:21]2[CH:22]=[C:23]([F:28])[CH:24]=[C:25]([F:27])[CH:26]=2)[CH2:15][CH2:16][CH3:17])[N:9]=[CH:8]1)([CH3:6])[CH2:3][CH2:4][N:31]1[CH2:36][CH2:35][O:34][CH2:33][CH2:32]1, predict the reactants needed to synthesize it. (7) Given the product [CH3:28][C:27]1[CH:26]=[C:25]([CH3:29])[NH:24][C:23](=[O:30])[C:22]=1[CH2:21][NH:20][C:17]([C:8]1[C:7]2[CH:6]=[CH:5][N:4]([CH:2]([CH3:3])[CH3:1])[C:12]=2[CH:11]=[C:10]([C:13]([F:15])([F:16])[F:14])[CH:9]=1)=[O:18], predict the reactants needed to synthesize it. The reactants are: [CH3:1][CH:2]([N:4]1[C:12]2[CH:11]=[C:10]([C:13]([F:16])([F:15])[F:14])[CH:9]=[C:8]([C:17](O)=[O:18])[C:7]=2[CH:6]=[CH:5]1)[CH3:3].[NH2:20][CH2:21][C:22]1[C:23](=[O:30])[NH:24][C:25]([CH3:29])=[CH:26][C:27]=1[CH3:28].CN1CCOCC1.ON1C2N=CC=CC=2N=N1.C(Cl)CCl.